This data is from Peptide-MHC class II binding affinity with 134,281 pairs from IEDB. The task is: Regression. Given a peptide amino acid sequence and an MHC pseudo amino acid sequence, predict their binding affinity value. This is MHC class II binding data. The binding affinity (normalized) is 0.549. The peptide sequence is KKTFDHTLMSIVSSL. The MHC is DRB1_0802 with pseudo-sequence DRB1_0802.